Dataset: CYP3A4 inhibition data for predicting drug metabolism from PubChem BioAssay. Task: Regression/Classification. Given a drug SMILES string, predict its absorption, distribution, metabolism, or excretion properties. Task type varies by dataset: regression for continuous measurements (e.g., permeability, clearance, half-life) or binary classification for categorical outcomes (e.g., BBB penetration, CYP inhibition). Dataset: cyp3a4_veith. (1) The molecule is Cc1ccc(S(=O)(=O)c2c(C)nn(C(C)(C)C)c2OC(=O)c2cccs2)cc1. The result is 1 (inhibitor). (2) The drug is N[C@H](CCC(=O)O)C(=O)O. The result is 0 (non-inhibitor). (3) The result is 1 (inhibitor). The molecule is O=C(COc1ccc(Cl)cc1)N1CCN(Cc2ccc3c(c2)OCO3)CC1. (4) The molecule is CC(=O)/C=C/c1ccc2ccccc2n1. The result is 0 (non-inhibitor). (5) The result is 0 (non-inhibitor). The drug is O=C(O)[C@@H]1Cc2c([nH]c3ccccc23)[C@@H](CCCCO)N1. (6) The drug is CCCC(=O)Nc1ccc(C(=O)NNC(=S)NC(=O)c2cccs2)cc1. The result is 0 (non-inhibitor). (7) The molecule is Cc1[nH]nc(N2CCCCCC2)c1[N+](=O)[O-]. The result is 0 (non-inhibitor). (8) The molecule is Cc1cc(NC(=O)c2nn(C)c(C)c2[N+](=O)[O-])no1. The result is 0 (non-inhibitor). (9) The molecule is Cc1nc2cncnc2n(Cc2ccccc2)c1=O. The result is 0 (non-inhibitor).